This data is from Forward reaction prediction with 1.9M reactions from USPTO patents (1976-2016). The task is: Predict the product of the given reaction. (1) Given the reactants Br[C:2]1[S:3][C:4]([C:15]2[NH:16][C:17]([NH2:20])=[N:18][N:19]=2)=[C:5]([C:7]2[CH:12]=[CH:11][C:10]([Cl:13])=[CH:9][C:8]=2[Cl:14])[N:6]=1.C[Sn](C)(C)[C:23]1[CH:28]=[CH:27][N:26]=[C:25]([NH:29][C:30](=[O:33])[O:31][CH3:32])[CH:24]=1.[Cl-].[Li+].O1CCOCC1, predict the reaction product. The product is: [NH2:20][C:17]1[NH:16][C:15]([C:4]2[S:3][C:2]([C:23]3[CH:28]=[CH:27][N:26]=[C:25]([NH:29][C:30](=[O:33])[O:31][CH3:32])[CH:24]=3)=[N:6][C:5]=2[C:7]2[CH:12]=[CH:11][C:10]([Cl:13])=[CH:9][C:8]=2[Cl:14])=[N:19][N:18]=1. (2) Given the reactants [CH2:1]([O:4][C:5]1[CH:14]=[CH:13][CH:12]=[CH:11][C:6]=1[C:7]([O:9]C)=[O:8])[CH2:2][CH3:3].[OH-].[Na+].Cl, predict the reaction product. The product is: [CH2:1]([O:4][C:5]1[CH:14]=[CH:13][CH:12]=[CH:11][C:6]=1[C:7]([OH:9])=[O:8])[CH2:2][CH3:3]. (3) The product is: [OH:4][CH2:3][CH2:2][NH:1][C:7]([C:9]1[C:13]([NH:14][C:15]([C:17]2[C:22]([NH:23][C:24]3[CH:25]=[N:26][CH:27]=[N:28][CH:29]=3)=[CH:21][CH:20]=[C:19]([CH:30]3[CH2:32][CH2:31]3)[N:18]=2)=[O:16])=[CH:12][N:11]([CH3:33])[N:10]=1)=[O:6]. Given the reactants [NH2:1][CH2:2][CH2:3][OH:4].C[O:6][C:7]([C:9]1[C:13]([NH:14][C:15]([C:17]2[C:22]([NH:23][C:24]3[CH:25]=[N:26][CH:27]=[N:28][CH:29]=3)=[CH:21][CH:20]=[C:19]([CH:30]3[CH2:32][CH2:31]3)[N:18]=2)=[O:16])=[CH:12][N:11]([CH3:33])[N:10]=1)=O, predict the reaction product.